From a dataset of Full USPTO retrosynthesis dataset with 1.9M reactions from patents (1976-2016). Predict the reactants needed to synthesize the given product. (1) Given the product [C:29](=[O:39])([O:30][CH2:31][CH:32]([CH2:36][C:37]#[CH:38])[CH2:33][C:34]#[CH:35])[O:21][C@H:7]([CH2:8][O:9][C:10]1[C:11]([N:15]2[CH2:20][CH2:19][O:18][CH2:17][CH2:16]2)=[N:12][S:13][N:14]=1)[CH2:6][NH:5][C:2]([CH3:1])([CH3:3])[CH3:4], predict the reactants needed to synthesize it. The reactants are: [CH3:1][C:2]([NH:5][CH2:6][C@H:7]([OH:21])[CH2:8][O:9][C:10]1[C:11]([N:15]2[CH2:20][CH2:19][O:18][CH2:17][CH2:16]2)=[N:12][S:13][N:14]=1)([CH3:4])[CH3:3].C(N(CC)CC)C.[C:29](Cl)(=[O:39])[O:30][CH2:31][CH:32]([CH2:36][C:37]#[CH:38])[CH2:33][C:34]#[CH:35]. (2) Given the product [CH3:17][O:18][C:19](=[O:22])[CH:20]=[CH:21][C:12](=[C:13]([NH:8][CH2:1][C:2]1[CH:7]=[CH:6][CH:5]=[CH:4][CH:3]=1)[CH3:14])[C:11]([O:10][CH3:9])=[O:16], predict the reactants needed to synthesize it. The reactants are: [CH2:1]([NH2:8])[C:2]1[CH:7]=[CH:6][CH:5]=[CH:4][CH:3]=1.[CH3:9][O:10][C:11](=[O:16])[CH2:12][C:13](=O)[CH3:14].[CH3:17][O:18][C:19](=[O:22])[C:20]#[CH:21]. (3) Given the product [Br:1][C:2]1[S:6][C:5]2[C:7](=[O:9])[O:11][CH2:10][C:4]=2[CH:3]=1, predict the reactants needed to synthesize it. The reactants are: [Br:1][C:2]1[S:6][C:5]([C:7]([OH:9])=O)=[C:4]([CH2:10][OH:11])[CH:3]=1.Cl.CN(C)CCCN=C=NCC. (4) The reactants are: [CH:1]1[C:6]([NH2:7])=[CH:5][C:4]([NH2:8])=[C:3]([OH:9])[CH:2]=1.Cl.Cl.[CH:12]1[C:21]2[C:16](=[CH:17][CH:18]=[CH:19][CH:20]=2)[CH:15]=[CH:14][C:13]=1[C:22](O)=O.[OH-].[Na+]. Given the product [CH:12]1[C:21]2[C:16](=[CH:17][CH:18]=[CH:19][CH:20]=2)[CH:15]=[CH:14][C:13]=1[C:22]1[O:9][C:3]2[CH:2]=[CH:1][C:6]([NH2:7])=[CH:5][C:4]=2[N:8]=1, predict the reactants needed to synthesize it. (5) Given the product [F:17][C:12]1[CH:13]=[CH:14][CH:15]=[C:16]2[C:11]=1[C:10]([NH2:18])=[N:9][C:8]2([C:19]1[CH:24]=[C:23]([CH3:25])[C:22]([O:26][CH3:27])=[C:21]([CH3:28])[N:20]=1)[C:6]1[CH:5]=[CH:4][N:3]=[C:2]([C:33]2[CH:34]=[N:29][CH:30]=[N:31][CH:32]=2)[CH:7]=1, predict the reactants needed to synthesize it. The reactants are: Br[C:2]1[CH:7]=[C:6]([C:8]2([C:19]3[CH:24]=[C:23]([CH3:25])[C:22]([O:26][CH3:27])=[C:21]([CH3:28])[N:20]=3)[C:16]3[C:11](=[C:12]([F:17])[CH:13]=[CH:14][CH:15]=3)[C:10]([NH2:18])=[N:9]2)[CH:5]=[CH:4][N:3]=1.[N:29]1[CH:34]=[C:33](B(O)O)[CH:32]=[N:31][CH:30]=1. (6) The reactants are: CC1C=CC([NH:8][C:9](=[O:21])[C:10]2[CH:15]=[CH:14][N:13]=[C:12]([N:16]3[CH2:20][CH2:19][CH2:18][CH2:17]3)[CH:11]=2)=CC=1C1C=CC(C(O)=O)=CC=1.CN(C(ON1N=NC2C=CC=NC1=2)=[N+](C)C)C.F[P-](F)(F)(F)(F)F.C1C=CC2N(O)N=NC=2C=1.CCN(C(C)C)C(C)C. Given the product [N:16]1([C:12]2[CH:11]=[C:10]([CH:15]=[CH:14][N:13]=2)[C:9]([NH2:8])=[O:21])[CH2:20][CH2:19][CH2:18][CH2:17]1, predict the reactants needed to synthesize it.